From a dataset of Forward reaction prediction with 1.9M reactions from USPTO patents (1976-2016). Predict the product of the given reaction. (1) Given the reactants O.[OH-].[Li+].CC[C@@H]1[C@@H]2C[C@H]([C@@H]([O:27][C:28]3[C:37]4[C:37](=CC=CC=4)[C:28]([O:27][C@@H](C4C=CN=C5C=4C=C(OC)C=C5)[C@@H]4N5C[C@H](CC)[C@@H](CC5)C4)=[N:29][N:29]=3)C3C=CN=C4C=3C=C(OC)C=C4)N(CC2)C1.[Br:62][C:63]1[CH:64]=[C:65](/[CH:69]=[CH:70]/[C:71]([O:73][CH:74]([CH3:76])[CH3:75])=[O:72])[CH:66]=[CH:67][CH:68]=1.BrNC(=[O:81])C.S([O-])([O-])=O.[Na+].[Na+], predict the reaction product. The product is: [C:28]([NH:29][C@H:69]([C:65]1[CH:66]=[CH:67][CH:68]=[C:63]([Br:62])[CH:64]=1)[C@H:70]([OH:81])[C:71]([O:73][CH:74]([CH3:76])[CH3:75])=[O:72])(=[O:27])[CH3:37]. (2) Given the reactants [CH3:1][O:2][C:3]([C:5]1[CH:13]=[C:12]2[C:8]([C:9]([CH:21]3[CH2:26][CH2:25][CH2:24][CH2:23][CH2:22]3)=[C:10](Br)[N:11]2[CH2:14][CH2:15][O:16][CH2:17][O:18][CH3:19])=[CH:7][CH:6]=1)=[O:4].CC1(C)C(C)(C)OB([C:35]2[CH:36]=[CH:37][CH:38]=[C:39]3[C:43]=2[NH:42][CH:41]=[CH:40]3)O1.C([O-])(O)=O.[Na+], predict the reaction product. The product is: [CH3:1][O:2][C:3]([C:5]1[CH:13]=[C:12]2[C:8]([C:9]([CH:21]3[CH2:26][CH2:25][CH2:24][CH2:23][CH2:22]3)=[C:10]([C:35]3[CH:36]=[CH:37][CH:38]=[C:39]4[C:43]=3[NH:42][CH:41]=[CH:40]4)[N:11]2[CH2:14][CH2:15][O:16][CH2:17][O:18][CH3:19])=[CH:7][CH:6]=1)=[O:4]. (3) Given the reactants [CH3:1][O:2][C:3]1[N:8]=[C:7]([O:9][CH3:10])[C:6]([C:11]2([OH:18])[CH2:16][CH2:15][C:14](=O)[CH2:13][CH2:12]2)=[CH:5][N:4]=1.[NH:19]1[CH2:22][CH:21]([NH:23][C:24]([CH2:26][NH:27][C:28](=[O:39])[C:29]2[CH:34]=[CH:33][CH:32]=[C:31]([C:35]([F:38])([F:37])[F:36])[CH:30]=2)=[O:25])[CH2:20]1, predict the reaction product. The product is: [CH3:1][O:2][C:3]1[N:8]=[C:7]([O:9][CH3:10])[C:6]([C:11]2([OH:18])[CH2:16][CH2:15][CH:14]([N:19]3[CH2:22][CH:21]([NH:23][C:24]([CH2:26][NH:27][C:28](=[O:39])[C:29]4[CH:34]=[CH:33][CH:32]=[C:31]([C:35]([F:38])([F:36])[F:37])[CH:30]=4)=[O:25])[CH2:20]3)[CH2:13][CH2:12]2)=[CH:5][N:4]=1. (4) The product is: [Cl:26][C:27]1[CH:32]=[CH:31][C:30]([O:5][C@@H:6]([C:20]2[CH:25]=[CH:24][CH:23]=[CH:22][N:21]=2)[C@H:7]2[O:12][CH2:11][CH2:10][N:9]([C:13]([O:15][C:16]([CH3:19])([CH3:18])[CH3:17])=[O:14])[CH2:8]2)=[C:29]([O:34][CH3:35])[CH:28]=1. Given the reactants CS([O:5][C@H:6]([C:20]1[CH:25]=[CH:24][CH:23]=[CH:22][N:21]=1)[C@H:7]1[O:12][CH2:11][CH2:10][N:9]([C:13]([O:15][C:16]([CH3:19])([CH3:18])[CH3:17])=[O:14])[CH2:8]1)(=O)=O.[Cl:26][C:27]1[CH:32]=[CH:31][C:30](O)=[C:29]([O:34][CH3:35])[CH:28]=1.C([O-])([O-])=O.[K+].[K+].C(O)(C)(C)C, predict the reaction product.